This data is from Reaction yield outcomes from USPTO patents with 853,638 reactions. The task is: Predict the reaction yield, written as a fraction of the theoretical maximum amount of product (1.0 means a 100% yield; for example, 0.34 means a 34% yield). (1) The reactants are [Cl:1][C:2]1[CH:3]=[CH:4][C:5]([O:14]C)=[C:6]([CH:8]2[CH2:13][CH2:12][NH:11][CH2:10][CH2:9]2)[CH:7]=1.[BrH:16]. No catalyst specified. The product is [BrH:16].[Cl:1][C:2]1[CH:3]=[CH:4][C:5]([OH:14])=[C:6]([CH:8]2[CH2:9][CH2:10][NH:11][CH2:12][CH2:13]2)[CH:7]=1. The yield is 0.970. (2) The reactants are [C:1]([O:5][C@@H:6]([C:12]1[C:13]([CH3:27])=[N:14][C:15]2[N:16]([N:19]=[C:20]([C:22]([O:24][CH2:25][CH3:26])=[O:23])[CH:21]=2)[C:17]=1Cl)[C:7]([O:9][CH2:10][CH3:11])=[O:8])([CH3:4])([CH3:3])[CH3:2].CC[N:30]([CH:34]([CH3:36])C)[CH:31]([CH3:33])C.[CH3:37][CH2:38][O:39][C:40]([CH3:42])=O.[CH3:43]N(C=O)C. The catalyst is CCOCC. The product is [CH2:38]([O:39][C:40]1([CH3:42])[CH2:33][CH2:31][N:30]([C:17]2[N:16]3[N:19]=[C:20]([C:22]([O:24][CH2:25][CH3:26])=[O:23])[CH:21]=[C:15]3[N:14]=[C:13]([CH3:27])[C:12]=2[C@H:6]([O:5][C:1]([CH3:4])([CH3:3])[CH3:2])[C:7]([O:9][CH2:10][CH3:11])=[O:8])[CH2:34][CH2:36]1)[CH:37]=[CH2:43]. The yield is 0.930.